This data is from Full USPTO retrosynthesis dataset with 1.9M reactions from patents (1976-2016). The task is: Predict the reactants needed to synthesize the given product. (1) Given the product [F:1][C:2]([F:13])([F:12])[C:3]1[CH:8]=[CH:7][C:6]([C:34]2[CH:39]=[CH:38][N+:37]([O-:40])=[CH:36][CH:35]=2)=[CH:5][CH:4]=1, predict the reactants needed to synthesize it. The reactants are: [F:1][C:2]([F:13])([F:12])[C:3]1[CH:8]=[CH:7][C:6](B(O)O)=[CH:5][CH:4]=1.C1(P(C2C=CC=CC=2)C2C=CC=CC=2)C=CC=CC=1.Cl[C:34]1[CH:39]=[CH:38][N+:37]([O-:40])=[CH:36][CH:35]=1. (2) The reactants are: [C:1]([CH2:3][C:4]([N:6]1[CH2:11][CH2:10][CH:9]([C:12]2[CH:17]=[CH:16][C:15]([NH:18][C:19]3[N:24]=[C:23]([NH:25][CH:26]4[CH2:28][CH2:27]4)[C:22]([C:29]([NH2:31])=[O:30])=[CH:21][N:20]=3)=[CH:14][CH:13]=2)[CH2:8][CH2:7]1)=[O:5])#[N:2].[C:32](O)(=O)[C:33]1C=CC=N[CH:34]=1. Given the product [CH:26]1([NH:25][C:23]2[C:22]([C:29]([NH2:31])=[O:30])=[CH:21][N:20]=[C:19]([NH:18][C:15]3[CH:14]=[CH:13][C:12]([CH:9]4[CH2:8][CH2:7][N:6]([C:4](=[O:5])[C:3]5[CH:34]=[CH:33][CH:32]=[N:2][CH:1]=5)[CH2:11][CH2:10]4)=[CH:17][CH:16]=3)[N:24]=2)[CH2:27][CH2:28]1, predict the reactants needed to synthesize it.